This data is from Forward reaction prediction with 1.9M reactions from USPTO patents (1976-2016). The task is: Predict the product of the given reaction. (1) Given the reactants [F:1][C:2]1[CH:3]=[C:4]([CH2:9][C:10]([OH:12])=O)[CH:5]=[CH:6][C:7]=1[OH:8].[CH2:13]([NH:15][CH2:16][CH3:17])[CH3:14].C(Cl)CCl, predict the reaction product. The product is: [CH2:13]([N:15]([CH2:16][CH3:17])[C:10](=[O:12])[CH2:9][C:4]1[CH:5]=[CH:6][C:7]([OH:8])=[C:2]([F:1])[CH:3]=1)[CH3:14]. (2) Given the reactants [OH:1][C:2]1[C:9]([N+:10]([O-:12])=[O:11])=[CH:8][C:7]([O:13][CH3:14])=[CH:6][C:3]=1[CH:4]=[O:5].[BH4-].[Na+].O.Cl, predict the reaction product. The product is: [OH:5][CH2:4][C:3]1[CH:6]=[C:7]([O:13][CH3:14])[CH:8]=[C:9]([N+:10]([O-:12])=[O:11])[C:2]=1[OH:1]. (3) Given the reactants [Cl:1][C:2]1[CH:3]=[C:4]([CH:19]=[C:20]([Cl:23])[C:21]=1[Cl:22])[CH2:5][N:6]1[CH:10]=[C:9]([C:11]2[S:12][C:13]([C:16]([NH2:18])=O)=[CH:14][N:15]=2)[N:8]=[N:7]1.CCN(CC)CC.C(OC(C(F)(F)F)=O)(C(F)(F)F)=O, predict the reaction product. The product is: [Cl:1][C:2]1[CH:3]=[C:4]([CH:19]=[C:20]([Cl:23])[C:21]=1[Cl:22])[CH2:5][N:6]1[CH:10]=[C:9]([C:11]2[S:12][C:13]([C:16]#[N:18])=[CH:14][N:15]=2)[N:8]=[N:7]1. (4) Given the reactants C([N:8](CC1C=CC=CC=1)[C:9]1[C:10]([F:43])=[C:11]([C:16]([C:18]2[C:26]3[C:21](=[N:22][CH:23]=[C:24]([C:27]4[CH:28]=[N:29][CH:30]=[CH:31][CH:32]=4)[CH:25]=3)[N:20]([Si:33]([CH:40]([CH3:42])[CH3:41])([CH:37]([CH3:39])[CH3:38])[CH:34]([CH3:36])[CH3:35])[CH:19]=2)=[O:17])[C:12]([F:15])=[CH:13][CH:14]=1)C1C=CC=CC=1, predict the reaction product. The product is: [NH2:8][C:9]1[C:10]([F:43])=[C:11]([C:16]([C:18]2[C:26]3[C:21](=[N:22][CH:23]=[C:24]([C:27]4[CH:28]=[N:29][CH:30]=[CH:31][CH:32]=4)[CH:25]=3)[N:20]([Si:33]([CH:37]([CH3:39])[CH3:38])([CH:40]([CH3:42])[CH3:41])[CH:34]([CH3:35])[CH3:36])[CH:19]=2)=[O:17])[C:12]([F:15])=[CH:13][CH:14]=1.